Dataset: Full USPTO retrosynthesis dataset with 1.9M reactions from patents (1976-2016). Task: Predict the reactants needed to synthesize the given product. Given the product [CH2:1]([N:8]1[CH2:13][CH2:12][N:11]2[CH:25]=[C:19]([C:20]([O:22][CH2:23][CH3:24])=[O:21])[C:18]([OH:17])=[C:10]2[C:9]1=[O:14])[C:2]1[CH:3]=[CH:4][CH:5]=[CH:6][CH:7]=1, predict the reactants needed to synthesize it. The reactants are: [CH2:1]([N:8]1[CH2:13][CH2:12][NH:11][CH2:10][C:9]1=[O:14])[C:2]1[CH:7]=[CH:6][CH:5]=[CH:4][CH:3]=1.C([O:17][CH:18]=[C:19]([C:25](OCC)=O)[C:20]([O:22][CH2:23][CH3:24])=[O:21])C.C[Si]([N-][Si](C)(C)C)(C)C.[Li+].C1COCC1.